Dataset: Full USPTO retrosynthesis dataset with 1.9M reactions from patents (1976-2016). Task: Predict the reactants needed to synthesize the given product. (1) Given the product [CH:27]([NH:30][C:16]([C:14]1[S:15][C:11]([C:5]2[CH:4]=[CH:3][C:2](=[O:1])[N:7]([CH2:8][CH2:9][CH3:10])[N:6]=2)=[C:12]([C:21]2[CH:26]=[CH:25][CH:24]=[CH:23][CH:22]=2)[N:13]=1)=[O:18])([CH3:29])[CH3:28], predict the reactants needed to synthesize it. The reactants are: [O:1]=[C:2]1[N:7]([CH2:8][CH2:9][CH3:10])[N:6]=[C:5]([C:11]2[S:15][C:14]([C:16]([O:18]CC)=O)=[N:13][C:12]=2[C:21]2[CH:26]=[CH:25][CH:24]=[CH:23][CH:22]=2)[CH:4]=[CH:3]1.[CH:27]([NH2:30])([CH3:29])[CH3:28]. (2) Given the product [Cl:6][C:7]1[CH:8]=[C:9]([NH:21][C:22]2[C:31]3[C:26](=[CH:27][CH:28]=[CH:29][C:30]=3[O:32][CH2:33][CH2:34][N:35]([CH:36]3[CH2:41][CH2:40][O:39][CH2:38][CH2:37]3)[C:1](=[O:5])[CH2:2][OH:3])[N:25]=[CH:24][N:23]=2)[CH:10]=[CH:11][C:12]=1[O:13][CH2:14][C:15]1[CH:20]=[CH:19][CH:18]=[CH:17][N:16]=1, predict the reactants needed to synthesize it. The reactants are: [C:1]([OH:5])(=O)[CH2:2][OH:3].[Cl:6][C:7]1[CH:8]=[C:9]([NH:21][C:22]2[C:31]3[C:26](=[CH:27][CH:28]=[CH:29][C:30]=3[O:32][CH2:33][CH2:34][NH:35][CH:36]3[CH2:41][CH2:40][O:39][CH2:38][CH2:37]3)[N:25]=[CH:24][N:23]=2)[CH:10]=[CH:11][C:12]=1[O:13][CH2:14][C:15]1[CH:20]=[CH:19][CH:18]=[CH:17][N:16]=1. (3) Given the product [OH:18][C@@H:15]1[CH2:28][CH2:27][CH2:26][CH2:36][C@H:13]1[CH2:14][N:31]1[C:32](=[O:33])[C:27]2[C:28](=[CH:34][CH:35]=[CH:36][CH:26]=2)[C:29]1=[O:30], predict the reactants needed to synthesize it. The reactants are: [H-].[Al+3].[Li+].[H-].[H-].[H-].[OH-].[Na+].Cl.C(O[CH2:13][CH3:14])C.[C:15](=[O:18])([O-])[O-].[K+].[K+].C(OC([C:26]1[CH:36]=[CH:35][CH:34]=[C:28]2[C:29]([NH:31][C:32](=[O:33])[C:27]=12)=[O:30])=O)C. (4) Given the product [CH:40]([NH:43][C:44]([N:13]1[CH2:12][CH2:11][CH:10]([C:9]#[C:8][C:5]2[CH:6]=[CH:7][C:2]([Cl:1])=[C:3]([C:16]3[N:25]=[CH:24][C:23]4[CH2:22][CH2:21][C:20]5[N:26]=[C:27]([NH:29][C:30](=[O:32])[CH3:31])[S:28][C:19]=5[C:18]=4[N:17]=3)[CH:4]=2)[CH2:15][CH2:14]1)=[O:45])([CH3:42])[CH3:41], predict the reactants needed to synthesize it. The reactants are: [Cl:1][C:2]1[CH:7]=[CH:6][C:5]([C:8]#[C:9][CH:10]2[CH2:15][CH2:14][NH:13][CH2:12][CH2:11]2)=[CH:4][C:3]=1[C:16]1[N:25]=[CH:24][C:23]2[CH2:22][CH2:21][C:20]3[N:26]=[C:27]([NH:29][C:30](=[O:32])[CH3:31])[S:28][C:19]=3[C:18]=2[N:17]=1.C(N(CC)CC)C.[CH:40]([N:43]=[C:44]=[O:45])([CH3:42])[CH3:41]. (5) Given the product [Si:1]([O:8][CH2:9][C:10]1([CH2:24][O:25][Si:26]([C:29]([CH3:32])([CH3:31])[CH3:30])([CH3:28])[CH3:27])[O:15][C:14]2[CH:16]=[CH:17][C:18]([N+:20]([O-:22])=[O:21])=[CH:19][C:13]=2[NH:12][C:11]1=[S:42])([C:4]([CH3:7])([CH3:6])[CH3:5])([CH3:3])[CH3:2], predict the reactants needed to synthesize it. The reactants are: [Si:1]([O:8][CH2:9][C:10]1([CH2:24][O:25][Si:26]([C:29]([CH3:32])([CH3:31])[CH3:30])([CH3:28])[CH3:27])[O:15][C:14]2[CH:16]=[CH:17][C:18]([N+:20]([O-:22])=[O:21])=[CH:19][C:13]=2[NH:12][C:11]1=O)([C:4]([CH3:7])([CH3:6])[CH3:5])([CH3:3])[CH3:2].COC1C=CC(P2(SP(C3C=CC(OC)=CC=3)(=S)S2)=[S:42])=CC=1. (6) Given the product [F:1][C:2]1[CH:37]=[C:36]([F:38])[CH:35]=[CH:34][C:3]=1[CH2:4][N:5]1[C:10]([C:11]2[S:12][C:13]([C:16]3[CH:21]=[C:20]([O:22][CH2:23][CH3:24])[N:19]=[C:18]([S:25]([CH3:26])(=[O:40])=[O:39])[N:17]=3)=[CH:14][CH:15]=2)=[CH:9][C:8]([C:27]([F:29])([F:30])[F:28])=[C:7]([C:31]#[N:32])[C:6]1=[O:33], predict the reactants needed to synthesize it. The reactants are: [F:1][C:2]1[CH:37]=[C:36]([F:38])[CH:35]=[CH:34][C:3]=1[CH2:4][N:5]1[C:10]([C:11]2[S:12][C:13]([C:16]3[CH:21]=[C:20]([O:22][CH2:23][CH3:24])[N:19]=[C:18]([S:25][CH3:26])[N:17]=3)=[CH:14][CH:15]=2)=[CH:9][C:8]([C:27]([F:30])([F:29])[F:28])=[C:7]([C:31]#[N:32])[C:6]1=[O:33].[OH2:39].[OH2:40].O.O.O.O.C(O[O-])(=O)C1C(=CC=CC=1)C([O-])=O.[Mg+2].C1C=C(C([O-])=O)C(C(O[O-])=O)=CC=1.[Mg+2]. (7) Given the product [Cl:16][CH:17]([C:21]1[CH:26]=[CH:25][CH:24]=[CH:23][CH:22]=1)[C:18]([N:1]1[C:9]2[C:4](=[CH:5][CH:6]=[CH:7][CH:8]=2)[CH2:3][CH2:2]1)=[O:19], predict the reactants needed to synthesize it. The reactants are: [NH:1]1[C:9]2[C:4](=[CH:5][CH:6]=[CH:7][CH:8]=2)[CH2:3][CH2:2]1.C(=O)([O-])[O-].[K+].[K+].[Cl:16][CH:17]([C:21]1[CH:26]=[CH:25][CH:24]=[CH:23][CH:22]=1)[C:18](Cl)=[O:19]. (8) Given the product [CH3:1][C:2]1[CH:7]=[CH:6][C:5]([S:8][C:9]2[CH:14]=[CH:13][C:12]([CH:15]=[CH:16][C:17]([O:19][CH3:23])=[O:18])=[CH:11][C:10]=2[N+:20]([O-:22])=[O:21])=[CH:4][CH:3]=1, predict the reactants needed to synthesize it. The reactants are: [CH3:1][C:2]1[CH:7]=[CH:6][C:5]([S:8][C:9]2[CH:14]=[CH:13][C:12]([CH:15]=[CH:16][C:17]([OH:19])=[O:18])=[CH:11][C:10]=2[N+:20]([O-:22])=[O:21])=[CH:4][CH:3]=1.[C:23](OCC)(=O)C.S(Cl)(Cl)=O.C(=O)([O-])O.[Na+]. (9) Given the product [Cl:1][C:2]1[CH:3]=[CH:4][C:5]2[NH:11][C:10](=[O:12])[C@@H:9]([CH2:13][C:14]([O:16][CH2:30][CH:29]=[CH2:28])=[O:15])[S:8][C@H:7]([C:17]3[C:22]([O:23][CH3:24])=[CH:21][CH:20]=[CH:19][C:18]=3[O:25][CH3:26])[C:6]=2[CH:27]=1, predict the reactants needed to synthesize it. The reactants are: [Cl:1][C:2]1[CH:3]=[CH:4][C:5]2[NH:11][C:10](=[O:12])[C@@H:9]([CH2:13][C:14]([OH:16])=[O:15])[S:8][C@H:7]([C:17]3[C:22]([O:23][CH3:24])=[CH:21][CH:20]=[CH:19][C:18]=3[O:25][CH3:26])[C:6]=2[CH:27]=1.[CH2:28](Br)[CH:29]=[CH2:30].C(=O)([O-])[O-].[K+].[K+].O.